From a dataset of Forward reaction prediction with 1.9M reactions from USPTO patents (1976-2016). Predict the product of the given reaction. (1) Given the reactants [CH3:1][C:2]1[CH:6]=[CH:5][NH:4][C:3]=1[C:7]([O:9]C)=[O:8].[OH-].[Na+], predict the reaction product. The product is: [CH3:1][C:2]1[CH:6]=[CH:5][NH:4][C:3]=1[C:7]([OH:9])=[O:8]. (2) Given the reactants [CH3:1][C@H:2]1[NH:7][C@@H:6]([CH3:8])[CH2:5][N:4]([C:9]2[N:14]=[C:13]([NH2:15])[C:12]([O:16][CH3:17])=[CH:11][CH:10]=2)[CH2:3]1.[Br:18][C:19]1[CH:24]=[CH:23][C:22]([S:25](Cl)(=[O:27])=[O:26])=[C:21]([Cl:29])[CH:20]=1, predict the reaction product. The product is: [Br:18][C:19]1[CH:24]=[CH:23][C:22]([S:25]([NH:15][C:13]2[C:12]([O:16][CH3:17])=[CH:11][CH:10]=[C:9]([N:4]3[CH2:3][C@H:2]([CH3:1])[NH:7][C@H:6]([CH3:8])[CH2:5]3)[N:14]=2)(=[O:26])=[O:27])=[C:21]([Cl:29])[CH:20]=1. (3) Given the reactants C([O:5][C:6](=O)[NH:7][C:8]1[S:9][C:10]2[C:16]([C:17]3[CH:22]=[CH:21][CH:20]=[CH:19][CH:18]=3)=[CH:15][CH:14]=[C:13]([O:23][CH3:24])[C:11]=2[N:12]=1)(C)(C)C.[CH3:26][N:27]([CH3:31])[CH2:28][CH2:29][NH2:30], predict the reaction product. The product is: [CH3:26][N:27]([CH3:31])[CH2:28][CH2:29][NH:30][C:6]([NH:7][C:8]1[S:9][C:10]2[C:16]([C:17]3[CH:22]=[CH:21][CH:20]=[CH:19][CH:18]=3)=[CH:15][CH:14]=[C:13]([O:23][CH3:24])[C:11]=2[N:12]=1)=[O:5]. (4) Given the reactants [Cl:1][C:2]1[CH:7]=[CH:6][C:5]([CH2:8][C@@H:9]([NH:28]C(OC(C)(C)C)=O)[C:10](=[O:27])[N:11]2[CH2:16][CH2:15][CH:14]([C:17]3[CH:22]=[CH:21][CH:20]=[CH:19][C:18]=3[C:23]([F:26])([F:25])[F:24])[CH2:13][CH2:12]2)=[CH:4][CH:3]=1.Cl, predict the reaction product. The product is: [ClH:1].[NH2:28][C@H:9]([CH2:8][C:5]1[CH:6]=[CH:7][C:2]([Cl:1])=[CH:3][CH:4]=1)[C:10]([N:11]1[CH2:16][CH2:15][CH:14]([C:17]2[CH:22]=[CH:21][CH:20]=[CH:19][C:18]=2[C:23]([F:26])([F:24])[F:25])[CH2:13][CH2:12]1)=[O:27]. (5) Given the reactants [Cl:1][C:2]1[CH:7]=[CH:6][C:5]([N:8]([C@H:12]2[C:21]3[C:16](=[CH:17][CH:18]=[CH:19][CH:20]=3)[N:15]([C:22](=[O:34])[C:23]3[CH:28]=[CH:27][C:26]([O:29][CH2:30][CH:31]4[CH2:33][O:32]4)=[CH:25][CH:24]=3)[C@@H:14]([CH3:35])[CH2:13]2)[C:9](=[O:11])[CH3:10])=[CH:4][CH:3]=1.NCC(O)COC1C=C[C:44]([C:45]([N:47]2C3[C:44](=CC=CC=3)[C@H:45]([N:47](C3C=CC(Cl)=CC=3)[C:48](=O)[CH3:49])[CH2:49][C@@H:48]2C)=O)=CC=1.C(=O)C.[BH-](OC(C)=O)(OC(C)=O)OC(C)=O.[Na+], predict the reaction product. The product is: [Cl:1][C:2]1[CH:3]=[CH:4][C:5]([N:8]([C@H:12]2[C:21]3[C:16](=[CH:17][CH:18]=[CH:19][CH:20]=3)[N:15]([C:22](=[O:34])[C:23]3[CH:24]=[CH:25][C:26]([O:29][CH2:30][CH:31]([OH:32])[CH2:33][N:47]([CH2:48][CH3:49])[CH2:45][CH3:44])=[CH:27][CH:28]=3)[C@@H:14]([CH3:35])[CH2:13]2)[C:9](=[O:11])[CH3:10])=[CH:6][CH:7]=1.